From a dataset of Forward reaction prediction with 1.9M reactions from USPTO patents (1976-2016). Predict the product of the given reaction. (1) Given the reactants [CH:1]1[C:14]2[C:5](=[CH:6][C:7]3[C:12]([C:13]=2[C:15]([N:17]2[CH2:22][CH2:21][CH:20]([N:23]4[CH2:28][CH2:27][CH2:26][C@@H:25]([C:29]([OH:31])=O)[CH2:24]4)[CH2:19][CH2:18]2)=[O:16])=[CH:11][CH:10]=[CH:9][CH:8]=3)[CH:4]=[CH:3][CH:2]=1.S(Cl)(Cl)=O.[NH:36]1[CH2:41][CH2:40][O:39][CH2:38][CH2:37]1.C(N(CC)CC)C, predict the reaction product. The product is: [CH:1]1[C:14]2[C:5](=[CH:6][C:7]3[C:12]([C:13]=2[C:15]([N:17]2[CH2:18][CH2:19][CH:20]([N:23]4[CH2:28][CH2:27][CH2:26][C@@H:25]([C:29]([N:36]5[CH2:41][CH2:40][O:39][CH2:38][CH2:37]5)=[O:31])[CH2:24]4)[CH2:21][CH2:22]2)=[O:16])=[CH:11][CH:10]=[CH:9][CH:8]=3)[CH:4]=[CH:3][CH:2]=1. (2) Given the reactants Cl.CN(C)[CH2:4][CH2:5][CH2:6][N:7]=C=NCC.O[N:14]1[C:18]2[CH:19]=[CH:20][CH:21]=[CH:22][C:17]=2N=N1.[CH:23](N(C(C)C)CC)([CH3:25])[CH3:24].[C:32]([O:36][C:37]([NH:39][C@H:40]([CH2:44][C:45]1[CH:50]=[CH:49][CH:48]=[CH:47][C:46]=1[O:51][C:52]([F:55])([F:54])[F:53])[C:41]([OH:43])=O)=[O:38])([CH3:35])([CH3:34])[CH3:33].[O:56]1CCC[CH2:57]1, predict the reaction product. The product is: [C:32]([O:36][C:37](=[O:38])[NH:39][C@@H:40]([C:41](=[O:43])[NH:7][C@@H:6]1[CH2:5][CH2:4][C:17]2[CH:22]=[CH:21][CH:20]=[CH:19][C:18]=2[N:14]([CH:23]([CH3:25])[CH3:24])[C:57]1=[O:56])[CH2:44][C:45]1[CH:50]=[CH:49][CH:48]=[CH:47][C:46]=1[O:51][C:52]([F:55])([F:54])[F:53])([CH3:34])([CH3:35])[CH3:33]. (3) Given the reactants [CH3:1][O:2][C:3]1[CH:20]=[C:19]2[C:6]([C@@:7]3([CH3:24])[C@H:16]([CH2:17][S:18]2)[C@:15]2([CH3:21])[C@H:10]([C:11]([CH3:23])([CH3:22])[CH2:12][CH2:13][CH2:14]2)[CH2:9][CH2:8]3)=[C:5]([OH:25])[CH:4]=1.N1C=CC=CC=1.[F:32][C:33]([F:46])([F:45])[S:34](O[S:34]([C:33]([F:46])([F:45])[F:32])(=[O:36])=[O:35])(=[O:36])=[O:35], predict the reaction product. The product is: [F:32][C:33]([F:46])([F:45])[S:34]([O:25][C:5]1[CH:4]=[C:3]([O:2][CH3:1])[CH:20]=[C:19]2[C:6]=1[C@@:7]1([CH3:24])[C@H:16]([CH2:17][S:18]2)[C@:15]2([CH3:21])[C@H:10]([C:11]([CH3:23])([CH3:22])[CH2:12][CH2:13][CH2:14]2)[CH2:9][CH2:8]1)(=[O:36])=[O:35]. (4) Given the reactants [F:1][C:2]1[CH:7]=[CH:6][C:5]([C:8]2[C:16]3[C:11](=[CH:12][CH:13]=[C:14]([N+:17]([O-:19])=[O:18])[CH:15]=3)[N:10]([C:20]([C:33]3[CH:38]=[CH:37][CH:36]=[CH:35][CH:34]=3)([C:27]3[CH:32]=[CH:31][CH:30]=[CH:29][CH:28]=3)[C:21]3[CH:26]=[CH:25][CH:24]=[CH:23][CH:22]=3)[N:9]=2)=[CH:4][C:3]=1[OH:39].Br[CH2:41][CH2:42][O:43][CH3:44], predict the reaction product. The product is: [F:1][C:2]1[CH:7]=[CH:6][C:5]([C:8]2[C:16]3[C:11](=[CH:12][CH:13]=[C:14]([N+:17]([O-:19])=[O:18])[CH:15]=3)[N:10]([C:20]([C:21]3[CH:26]=[CH:25][CH:24]=[CH:23][CH:22]=3)([C:27]3[CH:32]=[CH:31][CH:30]=[CH:29][CH:28]=3)[C:33]3[CH:34]=[CH:35][CH:36]=[CH:37][CH:38]=3)[N:9]=2)=[CH:4][C:3]=1[O:39][CH2:41][CH2:42][O:43][CH3:44]. (5) Given the reactants C([C:3]1[CH:4]=[C:5]([CH:29]=[CH:30][CH:31]=1)[CH2:6][N:7]1[CH:11]=[C:10]([NH:12][C:13]([C:15]2[C:23]3[CH2:22][CH2:21][CH:20]([C:24]4C=NNC=4)[CH2:19][C:18]=3[NH:17][N:16]=2)=[O:14])[CH:9]=[N:8]1)#N.C[Si](C)(C)C[CH2:35][O:36]CN1C2CC3(COC3)CCC=2C(C(O)=O)=N1.NC1C=NN(CC2C=C(C=CC=2)C#N)C=1.C(N1C=C(N)C=N1)C1C=CC=CC=1, predict the reaction product. The product is: [CH2:6]([N:7]1[CH:11]=[C:10]([NH:12][C:13]([C:15]2[C:23]3[CH2:22][CH2:21][C:20]4([CH2:35][O:36][CH2:24]4)[CH2:19][C:18]=3[NH:17][N:16]=2)=[O:14])[CH:9]=[N:8]1)[C:5]1[CH:29]=[CH:30][CH:31]=[CH:3][CH:4]=1. (6) Given the reactants [CH2:1]([O:3][C:4](=[O:16])/[CH:5]=[C:6](/[O:8][C:9]1[CH:14]=[CH:13][CH:12]=[C:11]([F:15])[CH:10]=1)\[CH3:7])[CH3:2].[Br:17]N1C(=O)CCC1=O.C(OOC(=O)C1C=CC=CC=1)(=O)C1C=CC=CC=1, predict the reaction product. The product is: [CH2:1]([O:3][C:4](=[O:16])/[CH:5]=[C:6](/[O:8][C:9]1[CH:14]=[CH:13][CH:12]=[C:11]([F:15])[CH:10]=1)\[CH2:7][Br:17])[CH3:2]. (7) Given the reactants [Br:1][C:2]1[CH:3]=[C:4]([CH:8]=[CH:9][C:10]=1[Cl:11])[C:5](O)=[O:6].CN(C=O)C.C(Cl)(=O)C([Cl:20])=O, predict the reaction product. The product is: [Br:1][C:2]1[CH:3]=[C:4]([CH:8]=[CH:9][C:10]=1[Cl:11])[C:5]([Cl:20])=[O:6]. (8) Given the reactants [CH2:1]([O:4][C:5]1([CH3:49])[CH2:10][CH2:9][N:8]([C:11]2[N:16]3[N:17]=[C:18]([C:20](=[O:36])[NH:21][CH2:22][CH:23]([OH:35])[CH2:24][C:25]4[CH:30]=[CH:29][CH:28]=[CH:27][C:26]=4[O:31][CH2:32]C=C)[CH:19]=[C:15]3[N:14]=[C:13]([CH3:37])[C:12]=2[C@H:38]([O:44][C:45]([CH3:48])([CH3:47])[CH3:46])[C:39]([O:41]CC)=[O:40])[CH2:7][CH2:6]1)[CH:2]=[CH2:3].[H][H].[OH-].[Na+], predict the reaction product. The product is: [C:45]([O:44][C@@H:38]([C:12]1[C:13]([CH3:37])=[N:14][C:15]2=[CH:19][C:18]3=[N:17][N:16]2[C:11]=1[N:8]1[CH2:7][CH2:6][C:5]([CH3:49])([O:4][CH2:1][CH2:2][CH2:3][CH2:32][O:31][C:26]2[CH:27]=[CH:28][CH:29]=[CH:30][C:25]=2[CH2:24][CH:23]([OH:35])[CH2:22][NH:21][C:20]3=[O:36])[CH2:10][CH2:9]1)[C:39]([OH:41])=[O:40])([CH3:47])([CH3:46])[CH3:48]. (9) Given the reactants [CH3:1][O:2][C:3]1[CH:8]=[CH:7][C:6]([C:9]2[C:13]3[CH:14]=[C:15]([C:18]4[O:22][C:21]([SH:23])=[N:20][N:19]=4)[CH:16]=[CH:17][C:12]=3[O:11][CH:10]=2)=[CH:5][CH:4]=1.[CH3:24][C:25]1[CH:26]=[C:27]([CH:30]=[CH:31][CH:32]=1)[CH2:28]Br, predict the reaction product. The product is: [CH3:1][O:2][C:3]1[CH:4]=[CH:5][C:6]([C:9]2[C:13]3[CH:14]=[C:15]([C:18]4[O:22][C:21]([S:23][CH2:24][C:25]5[CH:32]=[CH:31][CH:30]=[C:27]([CH3:28])[CH:26]=5)=[N:20][N:19]=4)[CH:16]=[CH:17][C:12]=3[O:11][CH:10]=2)=[CH:7][CH:8]=1. (10) The product is: [N+:8]([CH2:11][CH2:1][CH2:2][C:3](=[O:7])[CH2:4][CH2:5][CH3:6])([O-:10])=[O:9]. Given the reactants [CH2:1]=[CH:2][C:3](=[O:7])[CH2:4][CH2:5][CH3:6].[N+:8]([CH3:11])([O-:10])=[O:9], predict the reaction product.